Dataset: Full USPTO retrosynthesis dataset with 1.9M reactions from patents (1976-2016). Task: Predict the reactants needed to synthesize the given product. (1) Given the product [F:75][C:43]1[CH:42]=[C:41]([NH:40][C:15]([C:12]2[C:13](=[O:14])[N:8]([C:5]3[CH:4]=[CH:3][C:2]([F:1])=[CH:7][CH:6]=3)[N:9]=[CH:10][CH:11]=2)=[O:17])[CH:74]=[CH:73][C:44]=1[O:45][C:46]1[CH:51]=[CH:50][N:49]=[C:48]2[CH:52]=[C:53]([C:55]3[CH:56]=[N:57][N:58]([CH:60]4[CH2:61][CH2:62][NH:63][CH2:64][CH2:65]4)[CH:59]=3)[S:54][C:47]=12, predict the reactants needed to synthesize it. The reactants are: [F:1][C:2]1[CH:7]=[CH:6][C:5]([N:8]2[C:13](=[O:14])[C:12]([C:15]([OH:17])=O)=[CH:11][CH:10]=[N:9]2)=[CH:4][CH:3]=1.CCN=C=NCCCN(C)C.C1C=CC2N(O)N=NC=2C=1.O.[NH2:40][C:41]1[CH:74]=[CH:73][C:44]([O:45][C:46]2[CH:51]=[CH:50][N:49]=[C:48]3[CH:52]=[C:53]([C:55]4[CH:56]=[N:57][N:58]([CH:60]5[CH2:65][CH2:64][N:63](C(OC(C)(C)C)=O)[CH2:62][CH2:61]5)[CH:59]=4)[S:54][C:47]=23)=[C:43]([F:75])[CH:42]=1.CCN(C(C)C)C(C)C.Cl. (2) Given the product [Br:1][C:2]1[CH:7]=[C:6]([CH2:8][C:12]([C:13]2[CH:18]=[CH:17][C:16]([F:19])=[C:15]([F:20])[CH:14]=2)=[O:11])[CH:5]=[CH:4][N:3]=1, predict the reactants needed to synthesize it. The reactants are: [Br:1][C:2]1[CH:7]=[C:6]([CH3:8])[CH:5]=[CH:4][N:3]=1.C([O:11][C:12](=O)[C:13]1[CH:18]=[CH:17][C:16]([F:19])=[C:15]([F:20])[CH:14]=1)C. (3) The reactants are: Br[C:2]1[CH:13]=[C:12]([O:14][C@@H:15]([C@H:17]2[CH2:21][NH:20][C:19](=[O:22])[CH2:18]2)[CH3:16])[C:5]2[N:6]([CH:9]3[CH2:11][CH2:10]3)[CH:7]=[N:8][C:4]=2[CH:3]=1.[F:23][C:24]1[CH:29]=[C:28](B2OC(C)(C)C(C)(C)O2)[CH:27]=[CH:26][C:25]=1[N:39]1[CH2:44][CH2:43][N:42]([C:45]([O:47][C:48]([CH3:51])([CH3:50])[CH3:49])=[O:46])[CH2:41][CH2:40]1.C1(N2C3C(O[C@@H]([C@@H]4CC(=O)NC4)C)=NC(C4C=CC(N5CCN(C(OC(C)(C)C)=O)CC5)=C(F)C=4)=CC=3N=C2)CC1. Given the product [CH:9]1([N:6]2[C:5]3[C:12]([O:14][C@@H:15]([C@@H:17]4[CH2:18][C:19](=[O:22])[NH:20][CH2:21]4)[CH3:16])=[CH:13][C:2]([C:28]4[CH:27]=[CH:26][C:25]([N:39]5[CH2:44][CH2:43][N:42]([C:45]([O:47][C:48]([CH3:50])([CH3:49])[CH3:51])=[O:46])[CH2:41][CH2:40]5)=[C:24]([F:23])[CH:29]=4)=[CH:3][C:4]=3[N:8]=[CH:7]2)[CH2:11][CH2:10]1, predict the reactants needed to synthesize it. (4) Given the product [C:23]1([C:22]2[C:1]([C:3]3[C:8](=[O:9])[CH:7]=[CH:6][N:5]([C:10]4[CH:15]=[CH:14][CH:13]=[C:12]([C:16]([F:19])([F:18])[F:17])[CH:11]=4)[N:4]=3)=[CH:2][O:20][N:21]=2)[CH:28]=[CH:27][CH:26]=[CH:25][CH:24]=1, predict the reactants needed to synthesize it. The reactants are: [C:1]([C:3]1[C:8](=[O:9])[CH:7]=[CH:6][N:5]([C:10]2[CH:15]=[CH:14][CH:13]=[C:12]([C:16]([F:19])([F:18])[F:17])[CH:11]=2)[N:4]=1)#[CH:2].[OH:20][N:21]=[C:22](Cl)[C:23]1[CH:28]=[CH:27][CH:26]=[CH:25][CH:24]=1.CCN(CC)CC. (5) The reactants are: [Cl:1][C:2]1[C:6]([Cl:7])=[C:5]([CH3:8])[NH:4][C:3]=1[C:9]([NH:11][CH:12]1[CH2:17][CH2:16][N:15]([C:18]2[S:19][C:20]([C:25]([OH:27])=[O:26])=[C:21]([CH2:23][OH:24])[N:22]=2)[CH2:14][CH2:13]1)=[O:10].[C:28](OC(=O)C)(=[O:30])[CH3:29]. Given the product [C:28]([O:24][CH2:23][C:21]1[N:22]=[C:18]([N:15]2[CH2:16][CH2:17][CH:12]([NH:11][C:9]([C:3]3[NH:4][C:5]([CH3:8])=[C:6]([Cl:7])[C:2]=3[Cl:1])=[O:10])[CH2:13][CH2:14]2)[S:19][C:20]=1[C:25]([OH:27])=[O:26])(=[O:30])[CH3:29], predict the reactants needed to synthesize it. (6) Given the product [Cl:1][C:2]1[C:3]([F:47])=[C:4]([C@:8]([C@@H:16]2[CH2:21][CH2:20][CH2:19][N:18]([C:22]([NH:24][CH:25]3[CH:30]([CH:31]4[CH2:32][CH2:33][CH2:34][CH2:35][CH2:36]4)[CH2:29][CH2:28][NH:27][CH2:26]3)=[O:23])[CH2:17]2)([OH:15])[CH2:9][CH2:10][CH2:11][CH2:12][O:13][CH3:14])[CH:5]=[CH:6][CH:7]=1, predict the reactants needed to synthesize it. The reactants are: [Cl:1][C:2]1[C:3]([F:47])=[C:4]([C@:8]([C@@H:16]2[CH2:21][CH2:20][CH2:19][N:18]([C:22]([NH:24][C@H:25]3[C@H:30]([CH:31]4[CH2:36][CH2:35][CH2:34][CH2:33][CH2:32]4)[CH2:29][CH2:28][N:27](C(OCC4C=CC=CC=4)=O)[CH2:26]3)=[O:23])[CH2:17]2)([OH:15])[CH2:9][CH2:10][CH2:11][CH2:12][O:13][CH3:14])[CH:5]=[CH:6][CH:7]=1. (7) The reactants are: [OH:1][C:2]1[C:3]([CH3:11])=[C:4]([CH:8]=[CH:9][CH:10]=1)[C:5]([OH:7])=[O:6].OS(O)(=O)=O.[CH3:17]O. Given the product [OH:1][C:2]1[C:3]([CH3:11])=[C:4]([CH:8]=[CH:9][CH:10]=1)[C:5]([O:7][CH3:17])=[O:6], predict the reactants needed to synthesize it. (8) Given the product [NH2:21][C:19]1[N:20]=[C:6]([OH:7])[C:5]([CH2:4][CH2:3][O:2][CH3:1])=[C:11]([CH3:12])[N:18]=1, predict the reactants needed to synthesize it. The reactants are: [CH3:1][O:2][CH2:3][CH2:4][CH:5]([C:11](=O)[CH3:12])[C:6](OCC)=[O:7].C(=O)(O)O.[NH2:18][C:19]([NH2:21])=[NH:20]. (9) Given the product [O:1]=[C:2]1[CH2:7][CH2:6][N:5]([C:8]([O:10][C:11]([CH3:12])([CH3:14])[CH3:13])=[O:9])[CH2:4][CH:3]1[CH2:15][O:16][Si:17]([CH:24]([CH3:26])[CH3:25])([CH:18]([CH3:20])[CH3:19])[CH:21]([CH3:22])[CH3:23], predict the reactants needed to synthesize it. The reactants are: [OH:1][CH:2]1[CH2:7][CH2:6][N:5]([C:8]([O:10][C:11]([CH3:14])([CH3:13])[CH3:12])=[O:9])[CH2:4][CH:3]1[CH2:15][O:16][Si:17]([CH:24]([CH3:26])[CH3:25])([CH:21]([CH3:23])[CH3:22])[CH:18]([CH3:20])[CH3:19].C[N+]1([O-])CCOCC1. (10) Given the product [Cl:1][C:2]1[CH:3]=[CH:4][C:5]([O:25][CH2:47][CH:42]2[CH2:46][CH2:45][CH2:44][CH2:43]2)=[C:6]([C:8]2[CH:13]=[CH:12][CH:11]=[CH:10][C:9]=2[C:14]2[N:19]=[C:18]([C:20]([O:22][CH2:23][CH3:24])=[O:21])[CH:17]=[CH:16][CH:15]=2)[CH:7]=1, predict the reactants needed to synthesize it. The reactants are: [Cl:1][C:2]1[CH:3]=[CH:4][C:5]([OH:25])=[C:6]([C:8]2[CH:13]=[CH:12][CH:11]=[CH:10][C:9]=2[C:14]2[N:19]=[C:18]([C:20]([O:22][CH2:23][CH3:24])=[O:21])[CH:17]=[CH:16][CH:15]=2)[CH:7]=1.N(C(OCCCC)=O)=NC(OCCCC)=O.[CH:42]1([CH2:47]O)[CH2:46][CH2:45][CH2:44][CH2:43]1.C1(P(C2C=CC=CC=2)C2C=CC=CC=2)C=CC=CC=1.